From a dataset of Full USPTO retrosynthesis dataset with 1.9M reactions from patents (1976-2016). Predict the reactants needed to synthesize the given product. (1) Given the product [OH:14][C:11]1[CH:12]=[CH:13][C:8]([CH:5]2[CH2:6][CH2:7][CH:2]([N:15]3[CH2:18][CH:17]([NH:19][C:20]([CH2:22][NH:23][C:24](=[O:35])[C:25]4[CH:30]=[CH:29][CH:28]=[C:27]([C:31]([F:34])([F:32])[F:33])[CH:26]=4)=[O:21])[CH2:16]3)[CH2:3][CH2:4]2)=[CH:9][CH:10]=1, predict the reactants needed to synthesize it. The reactants are: O[C:2]1[CH:7]=[CH:6][C:5]([CH:8]2[CH2:13][CH2:12][C:11](=[O:14])[CH2:10][CH2:9]2)=[CH:4][CH:3]=1.[NH:15]1[CH2:18][CH:17]([NH:19][C:20]([CH2:22][NH:23][C:24](=[O:35])[C:25]2[CH:30]=[CH:29][CH:28]=[C:27]([C:31]([F:34])([F:33])[F:32])[CH:26]=2)=[O:21])[CH2:16]1. (2) Given the product [CH2:14]([O:11][CH:7]1[CH2:8][CH2:9][CH2:10][CH:6]1[CH2:1][CH2:2][CH2:3][CH2:4][CH3:5])[CH:13]=[CH2:12], predict the reactants needed to synthesize it. The reactants are: [CH2:1]([CH:6]1[CH2:10][CH2:9][CH2:8][CH:7]1[OH:11])[CH2:2][CH2:3][CH2:4][CH3:5].[CH2:12](Br)[CH:13]=[CH2:14].[H-].[Na+]. (3) Given the product [CH:4]([C:5]1[S:6][CH:7]=[C:8]([C:10]([O:12][CH2:13][CH3:14])=[O:11])[N:9]=1)=[O:3], predict the reactants needed to synthesize it. The reactants are: C([O:3][CH:4](OCC)[C:5]1[S:6][CH:7]=[C:8]([C:10]([O:12][CH2:13][CH3:14])=[O:11])[N:9]=1)C. (4) Given the product [CH2:11]([O:18][C:19]([N:21]1[CH2:26][CH2:25][C:24]2[N:27]=[C:28]([C:30]3[CH:35]=[CH:34][CH:33]=[CH:32][N:31]=3)[NH:29][C:23]=2[CH2:22]1)=[O:20])[C:12]1[CH:17]=[CH:16][CH:15]=[CH:14][CH:13]=1, predict the reactants needed to synthesize it. The reactants are: C(Cl)(=O)C(Cl)=O.CS(C)=O.[CH2:11]([O:18][C:19]([N:21]1[CH2:26][CH2:25][CH:24]2[N:27]=[C:28]([C:30]3[CH:35]=[CH:34][CH:33]=[CH:32][N:31]=3)[NH:29][CH:23]2[CH2:22]1)=[O:20])[C:12]1[CH:17]=[CH:16][CH:15]=[CH:14][CH:13]=1.O. (5) The reactants are: [C:1](=[O:4])([O-])[O-].[K+].[K+].IC.[F:9][C:10]1[C:11]([N+:19]([O-:21])=[O:20])=[CH:12][C:13](O)=[C:14]([CH:17]=1)[CH:15]=[O:16].O. Given the product [F:9][C:10]1[C:11]([N+:19]([O-:21])=[O:20])=[CH:12][C:13]([O:4][CH3:1])=[C:14]([CH:17]=1)[CH:15]=[O:16], predict the reactants needed to synthesize it. (6) Given the product [CH3:16][C:17]1[N:18]=[C:7]2[C:6]3[CH:1]=[CH:2][CH:3]=[CH:4][C:5]=3[O:11][C:10]3[CH:12]=[CH:13][CH:14]=[CH:15][C:9]=3[N:8]2[C:20]=1[CH3:22], predict the reactants needed to synthesize it. The reactants are: [CH:1]1[C:6]2[CH:7]=[N:8][C:9]3[CH:15]=[CH:14][CH:13]=[CH:12][C:10]=3[O:11][C:5]=2[CH:4]=[CH:3][CH:2]=1.[CH3:16]/[C:17](/[C:20]([CH3:22])=O)=[N:18]\O.